This data is from Full USPTO retrosynthesis dataset with 1.9M reactions from patents (1976-2016). The task is: Predict the reactants needed to synthesize the given product. (1) Given the product [Br:1][C:2]1[CH:14]=[C:13]2[C:5]([C:6]3[CH:7]=[CH:8][C:27]([N:28]([CH2:31][CH2:21][CH2:35][CH3:36])[CH2:29][CH2:18][CH2:19][CH3:20])=[CH:10][C:11]=3[CH2:12]2)=[CH:4][CH:3]=1, predict the reactants needed to synthesize it. The reactants are: [Br:1][C:2]1[CH:14]=[C:13]2[C:5]([C:6]3[CH:7]=[CH:8]C(N)=[CH:10][C:11]=3[CH2:12]2)=[CH:4][CH:3]=1.IC[CH2:18][CH2:19][CH3:20].[C:21](=O)([O-])[O-].[K+].[K+].[CH3:27][N:28]([CH3:31])[CH:29]=O.C(O[CH2:35][CH3:36])C. (2) Given the product [C:1]([O:5][C:6](=[O:19])[NH:7][CH2:8][CH2:9][C:10]1[C:18]2[C:13](=[CH:14][CH:15]=[CH:16][CH:17]=2)[N:12]([CH3:23])[CH:11]=1)([CH3:4])([CH3:2])[CH3:3], predict the reactants needed to synthesize it. The reactants are: [C:1]([O:5][C:6](=[O:19])[NH:7][CH2:8][CH2:9][C:10]1[C:18]2[C:13](=[CH:14][CH:15]=[CH:16][CH:17]=2)[NH:12][CH:11]=1)([CH3:4])([CH3:3])[CH3:2].[H-].[Na+].I[CH3:23]. (3) Given the product [CH:35]1([C:11]2[CH:10]=[C:9]([NH:8][C:38]3[CH:43]=[C:42]([C:44]#[N:45])[CH:41]=[CH:40][N:39]=3)[N:14]=[C:13]([C:15]3[CH:16]=[N:17][CH:18]=[C:19]([CH2:21][N:22]4[CH2:23][CH2:24][NH:25][CH2:26][CH2:27]4)[CH:20]=3)[CH:12]=2)[CH2:37][CH2:36]1, predict the reactants needed to synthesize it. The reactants are: C(OC([N:8]([C:38]1[CH:43]=[C:42]([C:44]#[N:45])[CH:41]=[CH:40][N:39]=1)[C:9]1[N:14]=[C:13]([C:15]2[CH:16]=[N:17][CH:18]=[C:19]([CH2:21][N:22]3[CH2:27][CH2:26][N:25](C(OC(C)(C)C)=O)[CH2:24][CH2:23]3)[CH:20]=2)[CH:12]=[C:11]([CH:35]2[CH2:37][CH2:36]2)[CH:10]=1)=O)(C)(C)C.CS(O)(=O)=O.[OH-].[Na+]. (4) Given the product [ClH:1].[CH3:24][N:22]1[CH2:21][CH2:20][C:15]2[C:14]3[C:13](=[CH:12][N:11]([S:8]([C:2]4[CH:3]=[CH:4][CH:5]=[CH:6][CH:7]=4)(=[O:10])=[O:9])[C:19]=3[CH:18]=[CH:17][CH:16]=2)[CH2:23]1, predict the reactants needed to synthesize it. The reactants are: [ClH:1].[C:2]1([S:8]([N:11]2[C:19]3[CH:18]=[CH:17][CH:16]=[C:15]4[CH2:20][CH2:21][NH:22][CH2:23][C:13]([C:14]=34)=[CH:12]2)(=[O:10])=[O:9])[CH:7]=[CH:6][CH:5]=[CH:4][CH:3]=1.[C:24](O[BH-](OC(=O)C)OC(=O)C)(=O)C.[Na+].C(O)(=O)C.C=O.Cl. (5) The reactants are: [Cl:1][C:2]1[CH:7]=[CH:6][C:5]([C:8]([CH3:21])([CH2:13][C:14]([O:16][C:17]([CH3:20])([CH3:19])[CH3:18])=[O:15])[C:9]([O:11]C)=[O:10])=[CH:4][CH:3]=1.O.[OH-].[Li+].O1CCCC1.O. Given the product [C:17]([O:16][C:14](=[O:15])[CH2:13][C:8]([C:5]1[CH:6]=[CH:7][C:2]([Cl:1])=[CH:3][CH:4]=1)([CH3:21])[C:9]([OH:11])=[O:10])([CH3:18])([CH3:19])[CH3:20], predict the reactants needed to synthesize it. (6) Given the product [Cl:31][C:6]1[N:11]=[CH:10][N:9]=[C:8]([NH:12][C:13]2[CH:18]=[CH:17][CH:16]=[C:15]([NH2:19])[N:14]=2)[CH:7]=1, predict the reactants needed to synthesize it. The reactants are: CC1C=C(C=CC=1)O[C:6]1[N:11]=[CH:10][N:9]=[C:8]([NH:12][C:13]2[CH:18]=[CH:17][CH:16]=[C:15]([NH2:19])[N:14]=2)[CH:7]=1.NC1C=CC=C(N)N=1.[Cl:31]C1C=C(Cl)N=CN=1. (7) Given the product [C:2]([C:6]1[N:11]=[CH:10][C:9]([NH2:12])=[CH:8][CH:7]=1)([CH3:5])([CH3:3])[CH3:4], predict the reactants needed to synthesize it. The reactants are: Cl.[C:2]([C:6]1[N:11]=[CH:10][C:9]([NH:12][NH3+])=[CH:8][CH:7]=1)([CH3:5])([CH3:4])[CH3:3].Cl.O1CCOCC1.NN.